Dataset: Reaction yield outcomes from USPTO patents with 853,638 reactions. Task: Predict the reaction yield, written as a fraction of the theoretical maximum amount of product (1.0 means a 100% yield; for example, 0.34 means a 34% yield). The reactants are Br[C:2]1[CH:3]=[C:4]([O:10][C:11]2[N:15]([CH2:16][CH3:17])[N:14]=[CH:13][CH:12]=2)[C:5]([C:8]#[N:9])=[N:6][CH:7]=1.C(=O)([O-])[O-].[Cs+].[Cs+].[N:24]1[CH:29]=[CH:28][CH:27]=[CH:26][C:25]=1[SH:30]. The catalyst is CN(C=O)C. The product is [CH2:16]([N:15]1[C:11]([O:10][C:4]2[C:5]([C:8]#[N:9])=[N:6][CH:7]=[C:2]([S:30][C:25]3[CH:26]=[CH:27][CH:28]=[CH:29][N:24]=3)[CH:3]=2)=[CH:12][CH:13]=[N:14]1)[CH3:17]. The yield is 0.930.